Dataset: Peptide-MHC class I binding affinity with 185,985 pairs from IEDB/IMGT. Task: Regression. Given a peptide amino acid sequence and an MHC pseudo amino acid sequence, predict their binding affinity value. This is MHC class I binding data. (1) The peptide sequence is GIDTSNNIA. The MHC is HLA-A02:01 with pseudo-sequence HLA-A02:01. The binding affinity (normalized) is 0.0979. (2) The peptide sequence is SPGDLQTLAL. The MHC is HLA-A31:01 with pseudo-sequence HLA-A31:01. The binding affinity (normalized) is 0. (3) The peptide sequence is VSQGIRQVL. The MHC is Mamu-A07 with pseudo-sequence Mamu-A07. The binding affinity (normalized) is 0.106. (4) The peptide sequence is PSKKHWLGK. The MHC is HLA-B58:01 with pseudo-sequence HLA-B58:01. The binding affinity (normalized) is 0.0847. (5) The peptide sequence is LMRTNFLIK. The MHC is HLA-A26:01 with pseudo-sequence HLA-A26:01. The binding affinity (normalized) is 0.0847.